This data is from NCI-60 drug combinations with 297,098 pairs across 59 cell lines. The task is: Regression. Given two drug SMILES strings and cell line genomic features, predict the synergy score measuring deviation from expected non-interaction effect. Drug 1: CCC1(CC2CC(C3=C(CCN(C2)C1)C4=CC=CC=C4N3)(C5=C(C=C6C(=C5)C78CCN9C7C(C=CC9)(C(C(C8N6C)(C(=O)OC)O)OC(=O)C)CC)OC)C(=O)OC)O.OS(=O)(=O)O. Drug 2: C1CN(P(=O)(OC1)NCCCl)CCCl. Cell line: MALME-3M. Synergy scores: CSS=4.34, Synergy_ZIP=-0.513, Synergy_Bliss=1.27, Synergy_Loewe=-4.87, Synergy_HSA=0.456.